This data is from Reaction yield outcomes from USPTO patents with 853,638 reactions. The task is: Predict the reaction yield, written as a fraction of the theoretical maximum amount of product (1.0 means a 100% yield; for example, 0.34 means a 34% yield). (1) The reactants are [CH2:1]([SH:5])[CH2:2][CH2:3][SH:4].[CH:6](=O)[C:7]1[CH:12]=[CH:11][CH:10]=[CH:9][CH:8]=1.Cl. The catalyst is C(Cl)(Cl)Cl. The product is [C:7]1([CH:6]2[S:5][CH2:1][CH2:2][CH2:3][S:4]2)[CH:12]=[CH:11][CH:10]=[CH:9][CH:8]=1. The yield is 0.830. (2) The reactants are ClC(Cl)(Cl)[C:3]([C:5]1[C:13]2[C:8](=[C:9]([CH3:14])[CH:10]=[CH:11][CH:12]=2)[NH:7][CH:6]=1)=[O:4].[OH-:17].[K+].[CH3:19]O. No catalyst specified. The product is [CH3:19][O:17][C:3]([C:5]1[C:13]2[C:8](=[C:9]([CH3:14])[CH:10]=[CH:11][CH:12]=2)[NH:7][CH:6]=1)=[O:4]. The yield is 0.480. (3) The reactants are [Cl:1][C:2]1[CH:7]=[C:6](Cl)[CH:5]=[C:4]([Cl:9])[N:3]=1.C([O-])([O-])=O.[Cs+].[Cs+].CN1CCCC1=O.[NH:23]1[CH:27]=[N:26][CH:25]=[N:24]1. The catalyst is C(OCC)(=O)C. The product is [Cl:1][C:2]1[CH:7]=[C:6]([N:23]2[CH:27]=[N:26][CH:25]=[N:24]2)[CH:5]=[C:4]([Cl:9])[N:3]=1. The yield is 0.420. (4) The reactants are [I:1][C:2]1[CH:10]=[CH:9][C:5]([C:6]([OH:8])=[O:7])=[CH:4][C:3]=1[N+:11]([O-:13])=[O:12].S(=O)(=O)(O)O.[C:19](=O)(O)[O-].[Na+]. No catalyst specified. The product is [CH3:19][O:7][C:6](=[O:8])[C:5]1[CH:9]=[CH:10][C:2]([I:1])=[C:3]([N+:11]([O-:13])=[O:12])[CH:4]=1. The yield is 0.770. (5) The reactants are [Cl:1][C:2]1[C:7]([C:8]([OH:10])=[O:9])=[CH:6][CH:5]=[C:4](Cl)[N:3]=1.[CH3:12][C:13]([CH3:17])([CH3:16])[C:14]#[CH:15]. The catalyst is C(N(CC)CC)C.[Cu]I.[Pd](Cl)Cl.C1(P(C2C=CC=CC=2)C2C=CC=CC=2)C=CC=CC=1.C1(P(C2C=CC=CC=2)C2C=CC=CC=2)C=CC=CC=1. The product is [Cl:1][C:2]1[N:3]=[C:4]([C:15]#[C:14][C:13]([CH3:17])([CH3:16])[CH3:12])[CH:5]=[CH:6][C:7]=1[C:8]([OH:10])=[O:9]. The yield is 0.0500. (6) The reactants are [C:1]([OH:10])(=[O:9])[C:2]1[C:3](=[CH:5][CH:6]=[CH:7][CH:8]=1)[OH:4].O1[B:16]([C@@H:17]([NH:22][C:23](=[O:36])[CH2:24][NH:25][C:26](=[O:35])[C:27]2[CH:32]=[C:31]([Cl:33])[CH:30]=[CH:29][C:28]=2[Cl:34])[CH2:18][CH:19]([CH3:21])[CH3:20])O[B:16]([C@@H:17]([NH:22][C:23](=[O:36])[CH2:24][NH:25][C:26](=[O:35])[C:27]2[CH:32]=[C:31]([Cl:33])[CH:30]=[CH:29][C:28]=2[Cl:34])[CH2:18][CH:19]([CH3:21])[CH3:20])O[B:16]1[C@@H:17]([NH:22][C:23](=[O:36])[CH2:24][NH:25][C:26](=[O:35])[C:27]1[CH:32]=[C:31]([Cl:33])[CH:30]=[CH:29][C:28]=1[Cl:34])[CH2:18][CH:19]([CH3:21])[CH3:20]. The catalyst is CCOC(C)=O. The product is [Cl:34][C:28]1[CH:29]=[CH:30][C:31]([Cl:33])=[CH:32][C:27]=1[C:26]([NH:25][CH2:24][C:23]([NH:22][C@H:17]([B:16]1[O:9][C:1](=[O:10])[C:2]2[CH:8]=[CH:7][CH:6]=[CH:5][C:3]=2[O:4]1)[CH2:18][CH:19]([CH3:21])[CH3:20])=[O:36])=[O:35]. The yield is 0.780. (7) The catalyst is C(O)C.O1CCCC1. The reactants are [CH2:1]([N:8]([CH2:31][C:32]1[CH:37]=[CH:36][CH:35]=[CH:34][CH:33]=1)[C:9]1([C:12]2[CH:17]=[CH:16][C:15]([C:18]#[C:19][C:20]3[CH:30]=[CH:29][C:23]([C:24]([O:26]CC)=[O:25])=[CH:22][CH:21]=3)=[CH:14][CH:13]=2)[CH2:11][CH2:10]1)[C:2]1[CH:7]=[CH:6][CH:5]=[CH:4][CH:3]=1.[OH-].[Na+]. The product is [CH2:31]([N:8]([CH2:1][C:2]1[CH:7]=[CH:6][CH:5]=[CH:4][CH:3]=1)[C:9]1([C:12]2[CH:17]=[CH:16][C:15]([C:18]#[C:19][C:20]3[CH:21]=[CH:22][C:23]([C:24]([OH:26])=[O:25])=[CH:29][CH:30]=3)=[CH:14][CH:13]=2)[CH2:10][CH2:11]1)[C:32]1[CH:33]=[CH:34][CH:35]=[CH:36][CH:37]=1. The yield is 0.930. (8) The yield is 0.880. The catalyst is ClCCl. The product is [Cl:1][C:2]1[CH:7]=[CH:6][CH:5]=[C:4]([Cl:8])[C:3]=1[C:9]1[C:13]([CH2:14][O:15][C:16]2[N:21]=[C:20]([C:22]([F:25])([F:24])[F:23])[C:19]([N:26]([CH3:38])[C:27](=[O:37])[C:28]3[CH:29]=[CH:30][C:31]([C:32]([NH2:49])=[O:34])=[CH:35][CH:36]=3)=[CH:18][CH:17]=2)=[C:12]([CH:39]([CH3:40])[CH3:41])[O:11][N:10]=1. The reactants are [Cl:1][C:2]1[CH:7]=[CH:6][CH:5]=[C:4]([Cl:8])[C:3]=1[C:9]1[C:13]([CH2:14][O:15][C:16]2[N:21]=[C:20]([C:22]([F:25])([F:24])[F:23])[C:19]([N:26]([CH3:38])[C:27](=[O:37])[C:28]3[CH:36]=[CH:35][C:31]([C:32]([OH:34])=O)=[CH:30][CH:29]=3)=[CH:18][CH:17]=2)=[C:12]([CH:39]([CH3:41])[CH3:40])[O:11][N:10]=1.C(Cl)(=O)C(Cl)=O.C[N:49](C)C=O.